This data is from Catalyst prediction with 721,799 reactions and 888 catalyst types from USPTO. The task is: Predict which catalyst facilitates the given reaction. Reactant: [C:1]([Si:5]([CH3:36])([CH3:35])[O:6][C:7]1[CH:24]=[CH:23][C:22]2[C@:21]3([CH:25]=[CH2:26])[C@H:12]([C@H:13]4[C@@:17]([CH2:19][CH2:20]3)([CH3:18])[CH2:16][C@H:15]([O:27][Si](C(C)(C)C)(C)C)[CH2:14]4)[CH2:11][CH2:10][C:9]=2[CH:8]=1)([CH3:4])([CH3:3])[CH3:2].B(F)(F)F.CCOCC.C(=O)([O-])O.[Na+]. Product: [Si:5]([O:6][C:7]1[CH:24]=[CH:23][C:22]2[C@:21]3([CH:25]=[CH2:26])[C@H:12]([C@H:13]4[C@@:17]([CH2:19][CH2:20]3)([CH3:18])[CH2:16][C@H:15]([OH:27])[CH2:14]4)[CH2:11][CH2:10][C:9]=2[CH:8]=1)([C:1]([CH3:4])([CH3:3])[CH3:2])([CH3:36])[CH3:35]. The catalyst class is: 8.